Dataset: Reaction yield outcomes from USPTO patents with 853,638 reactions. Task: Predict the reaction yield, written as a fraction of the theoretical maximum amount of product (1.0 means a 100% yield; for example, 0.34 means a 34% yield). (1) The reactants are [C-:1]#[N:2].[Na+].Br[CH2:5][C:6]1[C:16]([Cl:17])=[CH:15][CH:14]=[C:13]([Cl:18])[C:7]=1[C:8]([O:10][CH2:11][CH3:12])=[O:9].C(OC)(C)(C)C. The catalyst is O.CS(C)=O. The product is [Cl:17][C:16]1[C:6]([CH2:5][C:1]#[N:2])=[C:7]([C:13]([Cl:18])=[CH:14][CH:15]=1)[C:8]([O:10][CH2:11][CH3:12])=[O:9]. The yield is 0.470. (2) The reactants are [Cl:1][C:2]1[C:10]([F:11])=C[CH:8]=[CH:7][C:3]=1C(O)=O.[N-:12]=[N+:13]=[N-:14].[Na+].[C:16](Cl)(=[O:20])[C:17](Cl)=O. The catalyst is O.CC(C)=O.C(Cl)Cl. The product is [Cl:1][C:2]1[C:10]([F:11])=[C:17]([CH:8]=[CH:7][CH:3]=1)[C:16]([N:12]=[N+:13]=[N-:14])=[O:20]. The yield is 0.960. (3) The reactants are CN(C)CCN.[CH:7]1([CH2:10][O:11][N:12]2C(=O)C3=CC=CC=C3C2=O)[CH2:9][CH2:8]1.C(O)(=O)C.[Cl:27][C:28]1[CH:33]=[CH:32][C:31]([NH:34][S:35]([C:38]([F:41])([F:40])[F:39])(=[O:37])=[O:36])=[C:30]([C:42](=O)[CH2:43][CH3:44])[CH:29]=1. The catalyst is CCO. The product is [Cl:27][C:28]1[CH:33]=[CH:32][C:31]([NH:34][S:35]([C:38]([F:41])([F:40])[F:39])(=[O:37])=[O:36])=[C:30]([C:42](=[N:12][O:11][CH2:10][CH:7]2[CH2:9][CH2:8]2)[CH2:43][CH3:44])[CH:29]=1. The yield is 0.530. (4) The reactants are [CH:1]1([CH2:6][CH:7]([C:11]2[CH:16]=[CH:15][C:14]([S:17][C:18]([F:21])([F:20])[F:19])=[CH:13][CH:12]=2)[C:8]([OH:10])=[O:9])[CH2:5][CH2:4][CH2:3][CH2:2]1.[CH3:22]O. The catalyst is S(=O)(=O)(O)O. The product is [CH3:22][O:9][C:8](=[O:10])[CH:7]([C:11]1[CH:16]=[CH:15][C:14]([S:17][C:18]([F:21])([F:19])[F:20])=[CH:13][CH:12]=1)[CH2:6][CH:1]1[CH2:5][CH2:4][CH2:3][CH2:2]1. The yield is 0.990. (5) The reactants are Br[C:2]1[CH:10]=[CH:9][C:5]([C:6]([OH:8])=[O:7])=[C:4]([O:11][C:12]([F:15])([F:14])[F:13])[CH:3]=1.[CH:16]([B-](F)(F)F)=[CH2:17].[K+].C([O-])([O-])=O.[K+].[K+]. The catalyst is CS(C)=O.O. The product is [F:13][C:12]([F:15])([F:14])[O:11][C:4]1[CH:3]=[C:2]([CH:16]=[CH2:17])[CH:10]=[CH:9][C:5]=1[C:6]([OH:8])=[O:7]. The yield is 0.470. (6) No catalyst specified. The yield is 0.330. The product is [F:8][C:6]1[CH:5]=[C:4]([C:9]2[C:17]3[C:12](=[CH:13][C:14]([O:18][CH2:32][CH2:33][CH:34]4[CH2:29][CH2:28][O:43][CH2:36][CH2:35]4)=[CH:15][CH:16]=3)[C:11](=[O:19])[C:10]=2[C:20]2[CH:21]=[N:22][CH:23]=[CH:24][CH:25]=2)[CH:3]=[C:2]([F:1])[CH:7]=1. The reactants are [F:1][C:2]1[CH:3]=[C:4]([C:9]2[C:17]3[C:12](=[CH:13][C:14]([OH:18])=[CH:15][CH:16]=3)[C:11](=[O:19])[C:10]=2[C:20]2[CH:21]=[N:22][CH:23]=[CH:24][CH:25]=2)[CH:5]=[C:6]([F:8])[CH:7]=1.BrC1[C:28](=[O:43])[C:29]2[C:34]([C:35]=1[C:36]1C=CC=CC=1)=[CH:33][CH:32]=C(O)C=2.O1CCC(CCO)CC1.C1C=CC(P(C2C=CC=CC=2)C2C=CC=CC=2)=CC=1.CC(OC(/N=N/C(OC(C)C)=O)=O)C. (7) The reactants are [C:1]([O:5][C:6]([N:8]1[CH2:13][CH2:12][N:11]([C:14]2[C:19]([Cl:20])=[CH:18][CH:17]=[CH:16][C:15]=2[NH2:21])[CH2:10][CH2:9]1)=[O:7])([CH3:4])([CH3:3])[CH3:2].[CH3:22][S:23](Cl)(=[O:25])=[O:24].C(N(CC)CC)C.C([O-])(O)=O.[Na+]. The catalyst is C(Cl)Cl.CCOC(C)=O. The product is [C:1]([O:5][C:6]([N:8]1[CH2:13][CH2:12][N:11]([C:14]2[C:15]([NH:21][S:23]([CH3:22])(=[O:25])=[O:24])=[CH:16][CH:17]=[CH:18][C:19]=2[Cl:20])[CH2:10][CH2:9]1)=[O:7])([CH3:4])([CH3:2])[CH3:3]. The yield is 0.700. (8) The reactants are [F:1][C:2]1[CH:3]=[C:4]([NH:9][C:10]([NH:12][C:13](=[O:22])[CH2:14][C:15]2[CH:20]=[CH:19][C:18]([F:21])=[CH:17][CH:16]=2)=[S:11])[CH:5]=[CH:6][C:7]=1[OH:8].[C:23]([O:29][C:30]1[C:31]([CH3:40])=[C:32]2[N:37]([CH:38]=1)[N:36]=[CH:35][N:34]=[C:33]2Cl)(=[O:28])[C:24]([CH3:27])([CH3:26])[CH3:25].N12CCN(CC1)CC2. The catalyst is CC#N. The product is [C:23]([O:29][C:30]1[C:31]([CH3:40])=[C:32]2[N:37]([CH:38]=1)[N:36]=[CH:35][N:34]=[C:33]2[O:8][C:7]1[CH:6]=[CH:5][C:4]([NH:9][C:10]([NH:12][C:13](=[O:22])[CH2:14][C:15]2[CH:16]=[CH:17][C:18]([F:21])=[CH:19][CH:20]=2)=[S:11])=[CH:3][C:2]=1[F:1])(=[O:28])[C:24]([CH3:27])([CH3:26])[CH3:25]. The yield is 0.860. (9) The reactants are C([O:8][C:9]1[CH:21]=[CH:20][C:12]2[CH:13]=[C:14]([C:16]([O:18][CH3:19])=[O:17])[O:15][C:11]=2[CH:10]=1)C1C=CC=CC=1. The catalyst is CO.[Pd]. The product is [OH:8][C:9]1[CH:21]=[CH:20][C:12]2[CH:13]=[C:14]([C:16]([O:18][CH3:19])=[O:17])[O:15][C:11]=2[CH:10]=1. The yield is 0.860.